From a dataset of Forward reaction prediction with 1.9M reactions from USPTO patents (1976-2016). Predict the product of the given reaction. (1) Given the reactants ClC1C(O[C@@H]2CCC(=O)N(CC3C=CC(OC)=CC=3)C2)=C[C:5](F)=[C:6]([CH:14]=1)C(OC(C)(C)C)=O.Cl[C:34]1[C:35]([O:48][C@H:49]2[C@H:54]3[CH2:55][C@H:51]([CH2:52][N:53]3[C@H:56]([C:58]3[CH:63]=[CH:62][CH:61]=[CH:60][CH:59]=3)[CH3:57])[CH2:50]2)=[CH:36][C:37]([F:47])=[C:38]([CH:46]=1)[C:39]([O:41][C:42]([CH3:45])([CH3:44])[CH3:43])=[O:40], predict the reaction product. The product is: [CH:14]1([C:34]2[C:35]([O:48][C@H:49]3[C@H:54]4[CH2:55][C@H:51]([CH2:52][N:53]4[C@H:56]([C:58]4[CH:59]=[CH:60][CH:61]=[CH:62][CH:63]=4)[CH3:57])[CH2:50]3)=[CH:36][C:37]([F:47])=[C:38]([CH:46]=2)[C:39]([O:41][C:42]([CH3:43])([CH3:44])[CH3:45])=[O:40])[CH2:6][CH2:5]1. (2) Given the reactants [F:1][C:2]([F:7])([F:6])[C:3]([OH:5])=[O:4].[F:8][C:9]([F:14])([F:13])[C:10]([OH:12])=[O:11].[F:15][C:16]([F:21])([F:20])[C:17]([OH:19])=[O:18].[Cl:22][C:23]1[CH:24]=[N:25][C:26]2[NH:27][C:28]3[CH:29]=[N:30][CH:31]=[C:32]([CH:54]=3)[CH2:33][CH2:34][C:35]3[CH:43]=[C:39]([NH:40][C:41]=1[N:42]=2)[CH:38]=[CH:37][C:36]=3[NH:44][C:45](=[O:53])[CH2:46][CH:47]1[CH2:52][CH2:51][NH:50][CH2:49][CH2:48]1.Br.[NH2:56][C:57]1[S:58][CH:59]=[C:60]([C:62](O)=[O:63])[N:61]=1, predict the reaction product. The product is: [F:1][C:2]([F:7])([F:6])[C:3]([OH:5])=[O:4].[F:8][C:9]([F:14])([F:13])[C:10]([OH:12])=[O:11].[F:15][C:16]([F:21])([F:20])[C:17]([OH:19])=[O:18].[NH2:56][C:57]1[S:58][CH:59]=[C:60]([C:62]([N:50]2[CH2:51][CH2:52][CH:47]([CH2:46][C:45]([NH:44][C:36]3[CH:37]=[CH:38][C:39]4[NH:40][C:41]5[N:42]=[C:26]([NH:27][C:28]6[CH:29]=[N:30][CH:31]=[C:32]([CH:54]=6)[CH2:33][CH2:34][C:35]=3[CH:43]=4)[N:25]=[CH:24][C:23]=5[Cl:22])=[O:53])[CH2:48][CH2:49]2)=[O:63])[N:61]=1. (3) Given the reactants Cl.Cl.[C:3]1([C:9]2[S:13][C:12]([CH2:14][N:15]3[CH2:20][CH2:19][NH:18][CH2:17][CH2:16]3)=[CH:11][CH:10]=2)[CH:8]=[CH:7][CH:6]=[CH:5][CH:4]=1.C1([O:27][C:28](=O)[NH:29][C:30]2[CH:35]=[N:34][CH:33]=[CH:32][N:31]=2)C=CC=CC=1, predict the reaction product. The product is: [C:3]1([C:9]2[S:13][C:12]([CH2:14][N:15]3[CH2:20][CH2:19][N:18]([C:28]([NH:29][C:30]4[CH:35]=[N:34][CH:33]=[CH:32][N:31]=4)=[O:27])[CH2:17][CH2:16]3)=[CH:11][CH:10]=2)[CH:4]=[CH:5][CH:6]=[CH:7][CH:8]=1. (4) Given the reactants C(=O)([O-])[O-].[K+].[K+].[CH3:7][N:8]=[C:9]=[O:10].[Cl:11][C:12]1[C:13]([O:22][C:23]2[CH:27]=[C:26]([CH2:28][CH3:29])[NH:25][N:24]=2)=[N:14][CH:15]=[C:16]([C:18]([F:21])([F:20])[F:19])[CH:17]=1.Cl, predict the reaction product. The product is: [CH3:7][NH:8][C:9]([N:25]1[C:26]([CH2:28][CH3:29])=[CH:27][C:23]([O:22][C:13]2[C:12]([Cl:11])=[CH:17][C:16]([C:18]([F:21])([F:20])[F:19])=[CH:15][N:14]=2)=[N:24]1)=[O:10]. (5) The product is: [F:38][C:33]1[CH:34]=[CH:35][CH:36]=[CH:37][C:32]=1[C:22]1[O:21][C:17]2[N:18]=[CH:19][N:20]=[C:15]([O:14][C@@H:10]3[CH2:11][CH2:12][CH2:13][NH:8][CH2:9]3)[C:16]=2[C:23]=1[C:24]1[CH:25]=[CH:26][C:27]([O:30][CH3:31])=[CH:28][CH:29]=1. Given the reactants C([N:8]1[CH2:13][CH2:12][CH2:11][C@@H:10]([O:14][C:15]2[C:16]3[C:23]([C:24]4[CH:29]=[CH:28][C:27]([O:30][CH3:31])=[CH:26][CH:25]=4)=[C:22]([C:32]4[CH:37]=[CH:36][CH:35]=[CH:34][C:33]=4[F:38])[O:21][C:17]=3[N:18]=[CH:19][N:20]=2)[CH2:9]1)C1C=CC=CC=1.C(O)=O, predict the reaction product. (6) Given the reactants [Br:1][C:2]1[CH:7]=[CH:6][C:5]([CH2:8]O)=[CH:4][C:3]=1[CH3:10].S(Cl)([Cl:13])=O, predict the reaction product. The product is: [Br:1][C:2]1[CH:7]=[CH:6][C:5]([CH2:8][Cl:13])=[CH:4][C:3]=1[CH3:10].